From a dataset of Reaction yield outcomes from USPTO patents with 853,638 reactions. Predict the reaction yield, written as a fraction of the theoretical maximum amount of product (1.0 means a 100% yield; for example, 0.34 means a 34% yield). (1) The reactants are F[C:2]1[CH:24]=[CH:23][CH:22]=[C:21]([O:25][CH3:26])[C:3]=1[C:4]([N:6]1[CH2:11][CH2:10][N:9]([C:12]([O:14][C:15]([CH3:18])([CH3:17])[CH3:16])=[O:13])[CH2:8][CH:7]1[CH2:19][OH:20])=[O:5].[H-].[Na+].O. The catalyst is CN(C)C=O. The product is [CH3:26][O:25][C:21]1[C:3]2[C:4](=[O:5])[N:6]3[CH2:11][CH2:10][N:9]([C:12]([O:14][C:15]([CH3:18])([CH3:17])[CH3:16])=[O:13])[CH2:8][CH:7]3[CH2:19][O:20][C:2]=2[CH:24]=[CH:23][CH:22]=1. The yield is 0.680. (2) The reactants are [N+:1]([C:4]1[CH:12]=[C:11]([C:13]([F:16])([F:15])[F:14])[CH:10]=[CH:9][C:5]=1[C:6]([OH:8])=[O:7])([O-])=O.[H][H]. The catalyst is CCO.[Pd]. The product is [NH2:1][C:4]1[CH:12]=[C:11]([C:13]([F:14])([F:15])[F:16])[CH:10]=[CH:9][C:5]=1[C:6]([OH:8])=[O:7]. The yield is 0.990. (3) The catalyst is CN(C)C=O. The yield is 0.720. The product is [CH2:16]([O:20][CH2:21][C:22]1[CH:27]=[CH:26][C:25]([CH2:28][N:1]2[CH:5]=[C:4]([C:6]3[C:7]([NH2:13])=[N:8][C:9]([NH2:12])=[CH:10][CH:11]=3)[CH:3]=[N:2]2)=[CH:24][CH:23]=1)[CH2:17][CH2:18][CH3:19]. The reactants are [NH:1]1[CH:5]=[C:4]([C:6]2[C:7]([NH2:13])=[N:8][C:9]([NH2:12])=[CH:10][CH:11]=2)[CH:3]=[N:2]1.[H-].[Na+].[CH2:16]([O:20][CH2:21][C:22]1[CH:27]=[CH:26][C:25]([CH2:28]Cl)=[CH:24][CH:23]=1)[CH2:17][CH2:18][CH3:19]. (4) The reactants are [NH:1]1[CH2:6][CH2:5][C:4](=[CH:7][C:8]2[CH:9]=[C:10]([CH:23]=[CH:24][CH:25]=2)[O:11][C:12]2[CH:17]=[CH:16][C:15]([N:18]3[CH2:22][CH2:21][CH2:20][CH2:19]3)=[CH:14][N:13]=2)[CH2:3][CH2:2]1.[N:26]1[CH:31]=[CH:30][CH:29]=[C:28]([NH:32][C:33](=O)[O:34]C2C=CC=CC=2)[CH:27]=1.C(N(CC)CC)C. The catalyst is CS(C)=O.O. The product is [N:18]1([C:15]2[CH:16]=[CH:17][C:12]([O:11][C:10]3[CH:9]=[C:8]([CH:25]=[CH:24][CH:23]=3)[CH:7]=[C:4]3[CH2:5][CH2:6][N:1]([C:33]([NH:32][C:28]4[CH:27]=[N:26][CH:31]=[CH:30][CH:29]=4)=[O:34])[CH2:2][CH2:3]3)=[N:13][CH:14]=2)[CH2:19][CH2:20][CH2:21][CH2:22]1. The yield is 0.688. (5) The reactants are [F:1][CH:2]([F:37])[C:3]1[N:7]([C:8]2[N:13]=[C:12]([N:14]3[CH2:19][CH2:18][O:17][CH2:16][CH2:15]3)[N:11]=[C:10]([N:20]3[CH2:25][CH2:24][N:23]([S:26]([CH:29]=[CH2:30])(=[O:28])=[O:27])[CH2:22][CH2:21]3)[N:9]=2)[C:6]2[CH:31]=[CH:32][CH:33]=[C:34]([O:35][CH3:36])[C:5]=2[N:4]=1.[NH:38]1[CH:42]=[CH:41][N:40]=[CH:39]1. The catalyst is N1C=CC=CC=1.CS(C)=O. The product is [F:37][CH:2]([F:1])[C:3]1[N:7]([C:8]2[N:9]=[C:10]([N:20]3[CH2:21][CH2:22][N:23]([S:26]([CH2:29][CH2:30][N:38]4[CH:42]=[CH:41][N:40]=[CH:39]4)(=[O:28])=[O:27])[CH2:24][CH2:25]3)[N:11]=[C:12]([N:14]3[CH2:15][CH2:16][O:17][CH2:18][CH2:19]3)[N:13]=2)[C:6]2[CH:31]=[CH:32][CH:33]=[C:34]([O:35][CH3:36])[C:5]=2[N:4]=1. The yield is 0.270. (6) The reactants are C1C=C(OC(OC2N=CC=CC=2)=S)N=CC=1.NC1C=CN=CN=1.[NH:24]([C:26](=[O:47])[C:27]([NH:29][C:30]1[CH:35]=[CH:34][C:33]([C@H:36]2[CH2:41][CH2:40][C@H:39]([CH2:42][C:43]([O:45][CH3:46])=[O:44])[CH2:38][CH2:37]2)=[CH:32][CH:31]=1)=[O:28])[NH2:25].CC[N:50]=[C:51]=[N:52][CH2:53][CH2:54][CH2:55][N:56]([CH3:58])C. The catalyst is C(Cl)Cl.CO.CN(C=O)C. The product is [N:52]1[CH:53]=[CH:54][C:55]([NH:56][C:58]2[O:47][C:26]([C:27]([NH:29][C:30]3[CH:31]=[CH:32][C:33]([C@H:36]4[CH2:37][CH2:38][C@H:39]([CH2:42][C:43]([O:45][CH3:46])=[O:44])[CH2:40][CH2:41]4)=[CH:34][CH:35]=3)=[O:28])=[N:24][N:25]=2)=[N:50][CH:51]=1. The yield is 0.200. (7) The reactants are [CH3:1][CH:2]1[NH:7][CH2:6][CH2:5][N:4]([C:8]([O:10][C:11]([CH3:14])([CH3:13])[CH3:12])=[O:9])[CH2:3]1.[Cl:15][C:16]1[CH:21]=[CH:20][C:19]([CH:22](Cl)[C:23]2[CH:28]=[CH:27][C:26]([Cl:29])=[CH:25][CH:24]=2)=[CH:18][CH:17]=1.C(=O)([O-])[O-].[K+].[K+].C(#N)C. The catalyst is O. The product is [Cl:15][C:16]1[CH:17]=[CH:18][C:19]([CH:22]([C:23]2[CH:28]=[CH:27][C:26]([Cl:29])=[CH:25][CH:24]=2)[N:7]2[CH2:6][CH2:5][N:4]([C:8]([O:10][C:11]([CH3:13])([CH3:12])[CH3:14])=[O:9])[CH2:3][CH:2]2[CH3:1])=[CH:20][CH:21]=1. The yield is 0.530.